Dataset: Full USPTO retrosynthesis dataset with 1.9M reactions from patents (1976-2016). Task: Predict the reactants needed to synthesize the given product. (1) Given the product [C:1]([O:5][C:6]([N:8]1[CH2:13][CH2:12][CH:11]([O:14][C:15]2[CH:23]=[CH:22][C:21]([NH2:24])=[C:20]3[C:16]=2[CH2:17][N:18]([CH3:28])[C:19]3=[O:27])[CH2:10][CH2:9]1)=[O:7])([CH3:4])([CH3:3])[CH3:2], predict the reactants needed to synthesize it. The reactants are: [C:1]([O:5][C:6]([N:8]1[CH2:13][CH2:12][CH:11]([O:14][C:15]2[CH:23]=[CH:22][C:21]([N+:24]([O-])=O)=[C:20]3[C:16]=2[CH2:17][N:18]([CH3:28])[C:19]3=[O:27])[CH2:10][CH2:9]1)=[O:7])([CH3:4])([CH3:3])[CH3:2].Cl.[OH-].[Na+]. (2) Given the product [CH:2]([C:5]1[CH:6]=[C:7]([C@@H:11]([NH:14][C:44]([C:40]2[CH:39]=[C:38]3[C:43](=[CH:42][CH:41]=2)[N:35]([CH2:34][C:31]2[CH:30]=[CH:29][C:28]([C:23]4[C:22]([C:20]([OH:21])=[O:19])=[CH:27][CH:26]=[CH:25][CH:24]=4)=[CH:33][CH:32]=2)[C:36]([CH3:48])=[C:37]3[CH3:47])=[O:45])[CH2:12][CH3:13])[CH:8]=[CH:9][CH:10]=1)([CH3:4])[CH3:3], predict the reactants needed to synthesize it. The reactants are: [Cl-].[CH:2]([C:5]1[CH:6]=[C:7]([C@@H:11]([NH3+:14])[CH2:12][CH3:13])[CH:8]=[CH:9][CH:10]=1)([CH3:4])[CH3:3].C([O:19][C:20]([C:22]1[CH:27]=[CH:26][CH:25]=[CH:24][C:23]=1[C:28]1[CH:33]=[CH:32][C:31]([CH2:34][N:35]2[C:43]3[C:38](=[CH:39][C:40]([C:44](O)=[O:45])=[CH:41][CH:42]=3)[C:37]([CH3:47])=[C:36]2[CH3:48])=[CH:30][CH:29]=1)=[O:21])(C)(C)C.